Dataset: Kir2.1 potassium channel HTS with 301,493 compounds. Task: Binary Classification. Given a drug SMILES string, predict its activity (active/inactive) in a high-throughput screening assay against a specified biological target. (1) The drug is Clc1ccc(n2[nH]c(c3c2nc(=O)c(c3)CNCc2cc3OCOc3cc2)C)cc1. The result is 0 (inactive). (2) The molecule is O(c1cc(CCNc2n3ncnc3nc(c2CC)C)ccc1OC)C. The result is 0 (inactive). (3) The drug is Clc1cc(NC(OCc2c(S(=O)C)cccc2)=O)ccc1. The result is 0 (inactive). (4) The result is 0 (inactive). The molecule is Clc1cc(Oc2oc(C(=O)N3CCCCC3)cc2)cc(Cl)c1. (5) The compound is O(c1nc(/[nH]c2c1cccc2)=C1/C(=O)C(OC)=CC=C1)c1cc(cc(c1)C)C. The result is 0 (inactive). (6) The drug is O=C1CC(CC(Nc2ccc(cc2)C(OC)=O)=C1)(C)C. The result is 0 (inactive). (7) The compound is S(c1nc(nc2c1cccc2)CCC)CC(=O)NNC(=O)c1ccc(OC)cc1. The result is 0 (inactive). (8) The drug is Clc1ccc(c2nn(S(=O)(=O)c3ccccc3)c(N)c2)cc1. The result is 0 (inactive). (9) The molecule is n1(nnnc1CN(C)C)c1cc(n2nnnc2CN(C)C)ccc1. The result is 0 (inactive).